This data is from Full USPTO retrosynthesis dataset with 1.9M reactions from patents (1976-2016). The task is: Predict the reactants needed to synthesize the given product. (1) Given the product [N+:1]([C:4]1[CH:5]=[C:6]2[C:10](=[CH:11][CH:12]=1)[N:9]([CH2:20][C:21]([O:23][CH2:24][C:25]1[CH:30]=[CH:29][CH:28]=[CH:27][CH:26]=1)=[O:22])[CH2:8][CH2:7]2)([O-:3])=[O:2], predict the reactants needed to synthesize it. The reactants are: [N+:1]([C:4]1[CH:5]=[C:6]2[C:10](=[CH:11][CH:12]=1)[NH:9][CH2:8][CH2:7]2)([O-:3])=[O:2].C([O-])([O-])=O.[K+].[K+].Br[CH2:20][C:21]([O:23][CH2:24][C:25]1[CH:30]=[CH:29][CH:28]=[CH:27][CH:26]=1)=[O:22]. (2) Given the product [CH3:19][O:20][CH2:12][C:13]1[N:14]=[C:15]([NH2:18])[S:16][CH:17]=1, predict the reactants needed to synthesize it. The reactants are: C[Si](C)(C)[N-][Si](C)(C)C.[Na+].Cl[CH2:12][C:13]1[N:14]=[C:15]([NH2:18])[S:16][CH:17]=1.[CH3:19][OH:20]. (3) Given the product [Cl:18][C:15]1[CH:16]=[CH:17][C:12]([C:2]2([OH:3])[C:10]3[C:5](=[CH:6][CH:7]=[CH:8][CH:9]=3)[C:4](=[O:11])[N:29]2[CH2:26][CH2:27][CH3:28])=[CH:13][CH:14]=1, predict the reactants needed to synthesize it. The reactants are: Cl[C:2]1([C:12]2[CH:17]=[CH:16][C:15]([Cl:18])=[CH:14][CH:13]=2)[C:10]2[C:5](=[CH:6][CH:7]=[CH:8][CH:9]=2)[C:4](=[O:11])[O:3]1.C(N(CC)CC)C.[CH2:26]([NH2:29])[CH2:27][CH3:28]. (4) Given the product [F:1][CH2:2][C:3]1([CH2:15][F:16])[O:7][B:6]([OH:8])[C:5]2[CH:9]=[CH:10][C:11](/[CH:13]=[N:17]/[OH:18])=[CH:12][C:4]1=2, predict the reactants needed to synthesize it. The reactants are: [F:1][CH2:2][C:3]1([CH2:15][F:16])[O:7][B:6]([OH:8])[C:5]2[CH:9]=[CH:10][C:11]([CH:13]=O)=[CH:12][C:4]1=2.[NH2:17][OH:18].Cl.CC([O-])=O.[Na+]. (5) Given the product [CH3:15][CH:14]([N:17]=[C:20](/[N:10]=[C:9](/[NH:8][C:5]1[CH:4]=[CH:3][C:2]([Cl:1])=[CH:7][CH:6]=1)\[NH2:11])[NH2:21])[CH3:16].[ClH:1], predict the reactants needed to synthesize it. The reactants are: [Cl:1][C:2]1[CH:7]=[CH:6][C:5]([N:8](C#N)[C:9]([NH2:11])=[NH:10])=[CH:4][CH:3]=1.[CH:14]([NH2:17])([CH3:16])[CH3:15].N.C(N(CC([O-])=O)CC(O)=O)[CH2:20][N:21](CC([O-])=O)CC(O)=O.[Na+].[Na+]. (6) Given the product [NH2:14][C:12]1[CH:11]=[CH:10][CH:9]=[C:8]2[C:13]=1[C:2](=[O:1])[C:6]1([NH:18][C:19]([C:21]3[CH:26]=[CH:25][C:24]([C:27]4[CH:28]=[CH:29][CH:30]=[CH:31][CH:32]=4)=[CH:23][CH:22]=3)=[O:20])[C:5]3[CH:33]=[CH:34][C:35]([CH:37]([CH3:39])[CH3:38])=[CH:36][C:4]=3[O:3][C:7]12[OH:17], predict the reactants needed to synthesize it. The reactants are: [OH:1][C:2]12[C:13]3[C:8](=[CH:9][CH:10]=[CH:11][C:12]=3[N+:14]([O-])=O)[C:7](=[O:17])[C:6]1([NH:18][C:19]([C:21]1[CH:26]=[CH:25][C:24]([C:27]3[CH:32]=[CH:31][CH:30]=[CH:29][CH:28]=3)=[CH:23][CH:22]=1)=[O:20])[C:5]1[CH:33]=[CH:34][C:35]([CH:37]([CH3:39])[CH3:38])=[CH:36][C:4]=1[O:3]2.